This data is from Forward reaction prediction with 1.9M reactions from USPTO patents (1976-2016). The task is: Predict the product of the given reaction. (1) Given the reactants [CH3:1][N:2]([CH3:7])[CH2:3][CH2:4][NH:5][CH3:6].C(=O)([O-])[O-].[Cs+].[Cs+].C1(P(C2CCCCC2)C2C=CC=CC=2C2C(C(C)C)=CC(C(C)C)=CC=2C(C)C)CCCCC1.[CH2:48]([O:55][C:56]1[CH:83]=[C:82](I)[CH:81]=[CH:80][C:57]=1[C:58]([NH:60][C:61]1[CH:73]=[C:72]([C:74]2[CH:79]=[CH:78][CH:77]=[CH:76][CH:75]=2)[CH:71]=[CH:70][C:62]=1[C:63]([O:65][C:66]([CH3:69])([CH3:68])[CH3:67])=[O:64])=[O:59])[C:49]1[CH:54]=[CH:53][CH:52]=[CH:51][CH:50]=1, predict the reaction product. The product is: [CH2:48]([O:55][C:56]1[CH:83]=[C:82]([N:5]([CH2:4][CH2:3][N:2]([CH3:7])[CH3:1])[CH3:6])[CH:81]=[CH:80][C:57]=1[C:58]([NH:60][C:61]1[CH:73]=[C:72]([C:74]2[CH:79]=[CH:78][CH:77]=[CH:76][CH:75]=2)[CH:71]=[CH:70][C:62]=1[C:63]([O:65][C:66]([CH3:69])([CH3:68])[CH3:67])=[O:64])=[O:59])[C:49]1[CH:54]=[CH:53][CH:52]=[CH:51][CH:50]=1. (2) Given the reactants [CH3:1][O:2][C:3]1[CH:4]=[C:5]([CH:25]=[C:26]([O:29][CH3:30])[C:27]=1[CH3:28])[C:6]([NH:8][CH2:9][C:10]1[CH:15]=[CH:14][C:13]([C:16]2[N:20]=[C:19]([CH3:21])[O:18][N:17]=2)=[CH:12][C:11]=1[N+:22]([O-])=O)=[O:7].C(O)(=O)C.O, predict the reaction product. The product is: [NH2:22][C:11]1[CH:12]=[C:13]([C:16]2[N:20]=[C:19]([CH3:21])[O:18][N:17]=2)[CH:14]=[CH:15][C:10]=1[CH2:9][NH:8][C:6](=[O:7])[C:5]1[CH:25]=[C:26]([O:29][CH3:30])[C:27]([CH3:28])=[C:3]([O:2][CH3:1])[CH:4]=1. (3) Given the reactants Cl[C:2]1[C:7]2[CH2:8][CH:9]([C:10]#[N:11])[C:6]=2[CH:5]=[CH:4][CH:3]=1.C(N(CC)CC)C, predict the reaction product. The product is: [CH:9]1([C:10]#[N:11])[C:6]2[CH:5]=[CH:4][CH:3]=[CH:2][C:7]=2[CH2:8]1. (4) Given the reactants [O:1]1[CH2:6][CH2:5][N:4]([C:7]2[CH:8]=[C:9]([CH:13]=[C:14]([N+:16]([O-:18])=[O:17])[CH:15]=2)[C:10]([OH:12])=O)[CH2:3][CH2:2]1.C(Cl)(=O)C(Cl)=O.[CH3:25][NH:26][CH3:27].C1COCC1.C(N(CC)CC)C, predict the reaction product. The product is: [CH3:25][N:26]([CH3:27])[C:10](=[O:12])[C:9]1[CH:13]=[C:14]([N+:16]([O-:18])=[O:17])[CH:15]=[C:7]([N:4]2[CH2:3][CH2:2][O:1][CH2:6][CH2:5]2)[CH:8]=1. (5) Given the reactants [CH3:1][O:2][CH2:3][CH2:4][O:5][C:6]1[CH:7]=[C:8]([CH:35]=[C:36]([O:38][CH2:39][CH2:40][O:41][CH3:42])[CH:37]=1)[CH2:9][N:10]1[C:18]2[C:13](=[CH:14][CH:15]=[CH:16][CH:17]=2)[C:12]([O:19][C:20]2[CH:25]=[CH:24][C:23]([C:26]([CH3:29])([CH3:28])[CH3:27])=[CH:22][CH:21]=2)=[C:11]1[C:30]([O:32]CC)=[O:31].[OH-].[Na+].Cl, predict the reaction product. The product is: [CH3:42][O:41][CH2:40][CH2:39][O:38][C:36]1[CH:35]=[C:8]([CH2:9][N:10]2[C:18]3[C:13](=[CH:14][CH:15]=[CH:16][CH:17]=3)[C:12]([O:19][C:20]3[CH:21]=[CH:22][C:23]([C:26]([CH3:27])([CH3:28])[CH3:29])=[CH:24][CH:25]=3)=[C:11]2[C:30]([OH:32])=[O:31])[CH:7]=[C:6]([O:5][CH2:4][CH2:3][O:2][CH3:1])[CH:37]=1. (6) The product is: [CH2:1]([C:5]1[N:6]=[C:7]([CH3:27])[N:8]([CH2:28][C:29]([OH:30])([CH3:32])[CH3:31])[C:9](=[O:26])[C:10]=1[CH2:11][C:12]1[CH:17]=[CH:16][C:15]([C:18]2[C:19]([C:24]#[N:25])=[CH:20][CH:21]=[CH:22][CH:23]=2)=[CH:14][CH:13]=1)[CH2:2][CH2:3][CH3:4]. Given the reactants [CH2:1]([C:5]1[N:6]=[C:7]([CH3:27])[NH:8][C:9](=[O:26])[C:10]=1[CH2:11][C:12]1[CH:17]=[CH:16][C:15]([C:18]2[C:19]([C:24]#[N:25])=[CH:20][CH:21]=[CH:22][CH:23]=2)=[CH:14][CH:13]=1)[CH2:2][CH2:3][CH3:4].[CH3:28][C:29]1([CH3:32])[CH2:31][O:30]1.C(=O)([O-])[O-].[Cs+].[Cs+].CN(C)C(=O)C, predict the reaction product. (7) Given the reactants [Cl:1][C:2]1[S:6][C:5]([C:7](OC)([O:9]C)[CH3:8])=[N:4][CH:3]=1.FC(F)(F)C(O)=O.O, predict the reaction product. The product is: [Cl:1][C:2]1[S:6][C:5]([C:7](=[O:9])[CH3:8])=[N:4][CH:3]=1.